Task: Predict the reactants needed to synthesize the given product.. Dataset: Full USPTO retrosynthesis dataset with 1.9M reactions from patents (1976-2016) Given the product [Br:11][C:12]1[C:13]2[O:22][C:21]([CH2:23][N:8]3[CH2:9][CH2:10][N:5]([S:2]([CH3:1])(=[O:4])=[O:3])[CH2:6][CH2:7]3)=[CH:20][C:14]=2[C:15](=[O:19])[N:16]([CH3:18])[CH:17]=1, predict the reactants needed to synthesize it. The reactants are: [CH3:1][S:2]([N:5]1[CH2:10][CH2:9][NH:8][CH2:7][CH2:6]1)(=[O:4])=[O:3].[Br:11][C:12]1[C:13]2[O:22][C:21]([CH:23]=O)=[CH:20][C:14]=2[C:15](=[O:19])[N:16]([CH3:18])[CH:17]=1.